This data is from Forward reaction prediction with 1.9M reactions from USPTO patents (1976-2016). The task is: Predict the product of the given reaction. (1) The product is: [CH2:6]([O:13][C:14]1[C:15](=[O:20])[N:16]([CH2:4][CH2:3][CH2:2][I:1])[CH:17]=[CH:18][CH:19]=1)[C:7]1[CH:8]=[CH:9][CH:10]=[CH:11][CH:12]=1. Given the reactants [I:1][CH2:2][CH2:3][CH2:4]I.[CH2:6]([O:13][C:14]1[C:15](=[O:20])[NH:16][CH:17]=[CH:18][CH:19]=1)[C:7]1[CH:12]=[CH:11][CH:10]=[CH:9][CH:8]=1.C([O-])([O-])=O.[Na+].[Na+], predict the reaction product. (2) Given the reactants [Cl:1][C:2]1[CH:7]=[CH:6][C:5]([C@H:8]2[N:15]3[C:11]([S:12][C:13]([C:17](O)=[O:18])=[C:14]3[CH3:16])=[N:10][C@:9]2([C:21]2[CH:26]=[CH:25][C:24]([Cl:27])=[CH:23][CH:22]=2)[CH3:20])=[CH:4][CH:3]=1.[CH2:28]([C@H:30]1[NH:34][C@H:33]([C:35]([N:37]([CH3:39])[CH3:38])=[O:36])[CH2:32][CH2:31]1)[CH3:29], predict the reaction product. The product is: [Cl:1][C:2]1[CH:7]=[CH:6][C:5]([C@H:8]2[N:15]3[C:11]([S:12][C:13]([C:17]([N:34]4[C@H:30]([CH2:28][CH3:29])[CH2:31][CH2:32][C@H:33]4[C:35]([N:37]([CH3:39])[CH3:38])=[O:36])=[O:18])=[C:14]3[CH3:16])=[N:10][C@:9]2([C:21]2[CH:22]=[CH:23][C:24]([Cl:27])=[CH:25][CH:26]=2)[CH3:20])=[CH:4][CH:3]=1.